This data is from Full USPTO retrosynthesis dataset with 1.9M reactions from patents (1976-2016). The task is: Predict the reactants needed to synthesize the given product. (1) Given the product [F:1][C:2]1[CH:30]=[CH:29][CH:28]=[CH:27][C:3]=1[CH2:4][N:5]1[C:9]2=[N:10][CH:11]=[CH:12][CH:13]=[C:8]2[C:7]([C:14]2[N:15]=[C:16]([C:39]3[NH:43][N:42]=[CH:41][CH:40]=3)[C:17]3[C:22]([CH3:24])([CH3:23])[C:21](=[O:25])[NH:20][C:18]=3[N:19]=2)=[N:6]1, predict the reactants needed to synthesize it. The reactants are: [F:1][C:2]1[CH:30]=[CH:29][CH:28]=[CH:27][C:3]=1[CH2:4][N:5]1[C:9]2=[N:10][CH:11]=[CH:12][CH:13]=[C:8]2[C:7]([C:14]2[N:15]=[C:16](I)[C:17]3[C:22]([CH3:24])([CH3:23])[C:21](=[O:25])[NH:20][C:18]=3[N:19]=2)=[N:6]1.CC1(C)C(C)(C)OB([C:39]2[NH:43][N:42]=[CH:41][CH:40]=2)O1.C(=O)([O-])[O-].[K+].[K+]. (2) Given the product [CH2:34]([O:41][C:42]1[CH:51]=[CH:50][C:45]([C:46]([O:48][CH3:49])=[O:47])=[CH:44][C:43]=1[O:52][CH2:56][CH2:55][C:54]([F:59])([F:58])[F:53])[C:35]1[CH:36]=[CH:37][CH:38]=[CH:39][CH:40]=1, predict the reactants needed to synthesize it. The reactants are: N(C(OC(C)C)=O)=NC(OC(C)C)=O.C1(P(C2C=CC=CC=2)C2C=CC=CC=2)C=CC=CC=1.[CH2:34]([O:41][C:42]1[CH:51]=[CH:50][C:45]([C:46]([O:48][CH3:49])=[O:47])=[CH:44][C:43]=1[OH:52])[C:35]1[CH:40]=[CH:39][CH:38]=[CH:37][CH:36]=1.[F:53][C:54]([F:59])([F:58])[CH2:55][CH2:56]O. (3) The reactants are: [CH2:1]([C:3]1[O:7][C:6]([C:8]2[CH:9]=[N:10][NH:11][C:12]=2[NH2:13])=[N:5][CH:4]=1)[CH3:2].[NH:14]1[C:18]2[CH:19]=[CH:20][C:21]([C:23](=O)[CH2:24][C:25](OCC)=[O:26])=[CH:22][C:17]=2[N:16]=[N:15]1.CC1C=CC(S(O)(=O)=O)=CC=1. Given the product [NH:14]1[C:18]2[CH:19]=[CH:20][C:21]([C:23]3[NH:13][C:12]4[N:11]([N:10]=[CH:9][C:8]=4[C:6]4[O:7][C:3]([CH2:1][CH3:2])=[CH:4][N:5]=4)[C:25](=[O:26])[CH:24]=3)=[CH:22][C:17]=2[N:16]=[N:15]1, predict the reactants needed to synthesize it. (4) The reactants are: [F:1][C:2]1[CH:3]=[CH:4][C:5]([SH:11])=[C:6]([CH:10]=1)[C:7]([OH:9])=[O:8].SC1C=CC=CC=1C(O)=O.Br[C:23]1[CH:31]=[C:30]([F:32])[C:29]([F:33])=[CH:28][C:24]=1[C:25]([OH:27])=[O:26]. Given the product [C:7]([C:6]1[CH:10]=[C:2]([F:1])[CH:3]=[CH:4][C:5]=1[S:11][C:23]1[CH:31]=[C:30]([F:32])[C:29]([F:33])=[CH:28][C:24]=1[C:25]([OH:27])=[O:26])([OH:9])=[O:8], predict the reactants needed to synthesize it. (5) Given the product [CH:10]1([N:16]2[C:21]([OH:22])=[C:20]([C:2]([NH:1][CH2:4][C:5]([OH:7])=[O:6])=[O:3])[C:19](=[O:23])[N:18]([CH:24]3[CH2:25][CH2:26][CH2:27][CH2:28]3)[C:17]2=[O:29])[CH2:11][CH2:12][CH2:13][CH2:14][CH2:15]1, predict the reactants needed to synthesize it. The reactants are: [N:1]([CH2:4][C:5]([O:7]CC)=[O:6])=[C:2]=[O:3].[CH:10]1([N:16]2[C:21](=[O:22])[CH2:20][C:19](=[O:23])[N:18]([CH:24]3[CH2:28][CH2:27][CH2:26][CH2:25]3)[C:17]2=[O:29])[CH2:15][CH2:14][CH2:13][CH2:12][CH2:11]1.C(N(C(C)C)CC)(C)C.